This data is from CYP2D6 inhibition data for predicting drug metabolism from PubChem BioAssay. The task is: Regression/Classification. Given a drug SMILES string, predict its absorption, distribution, metabolism, or excretion properties. Task type varies by dataset: regression for continuous measurements (e.g., permeability, clearance, half-life) or binary classification for categorical outcomes (e.g., BBB penetration, CYP inhibition). Dataset: cyp2d6_veith. (1) The compound is COc1ccc2sc3ccccc3c(=O)c2c1OC. The result is 0 (non-inhibitor). (2) The drug is Cc1cccc(N2CCN(CC(=O)Nc3ccc(-n4cnnn4)cc3)CC2)c1C. The result is 0 (non-inhibitor). (3) The drug is Cn1c(=O)c(-c2ccc(F)cc2)nc2cnc(OCc3ccccc3)nc21. The result is 0 (non-inhibitor). (4) The molecule is CC1CCC(C(=O)NC(C(=O)N2CCC(N3CCCCC3)CC2)C(C)C)CC1. The result is 0 (non-inhibitor). (5) The molecule is O=S(=O)(c1ccccc1)N1CCC2(CCN(c3ncccn3)CC2)CC1. The result is 0 (non-inhibitor). (6) The molecule is CCNc1ncc2nc(-c3ccccc3)c(=O)n(C[C@H]3CCCO3)c2n1. The result is 1 (inhibitor). (7) The drug is C[C@H](CCC(=O)O)[C@H]1CC[C@@H]2[C@H]3CC[C@H]4C[C@H](O)CC[C@@]4(C)[C@@H]3CC[C@@]21C. The result is 0 (non-inhibitor). (8) The molecule is O=C(CCNC(=O)c1ccccc1)OCN1C(=O)c2ccccc2C1=O. The result is 0 (non-inhibitor). (9) The molecule is Nc1nc(N2CCOCC2)cc(=O)[nH]1. The result is 0 (non-inhibitor).